Dataset: Forward reaction prediction with 1.9M reactions from USPTO patents (1976-2016). Task: Predict the product of the given reaction. (1) The product is: [CH2:17]([CH:23]1[CH:27]([CH2:28][CH2:29][CH2:30][CH2:31][CH2:32][O:33][CH:34]2[CH2:39][CH2:38][CH2:37][CH2:36][O:35]2)[O:40][C:24]1=[O:26])[CH2:18][CH2:19][CH2:20][CH2:21][CH3:22]. Given the reactants N1C=CC=CC=1.C1(S(Cl)(=O)=O)C=CC=CC=1.[CH2:17]([CH:23]([CH:27]([OH:40])[CH2:28][CH2:29][CH2:30][CH2:31][CH2:32][O:33][CH:34]1[CH2:39][CH2:38][CH2:37][CH2:36][O:35]1)[C:24]([OH:26])=O)[CH2:18][CH2:19][CH2:20][CH2:21][CH3:22], predict the reaction product. (2) Given the reactants [Cl:1][C:2]1[C:7]([C:8]([C:10]2[C:18]3[C:13](=[N:14][CH:15]=[CH:16][CH:17]=3)[NH:12][CH:11]=2)=[O:9])=[CH:6][CH:5]=[C:4]([NH:19][CH2:20][C:21]2[CH:26]=[CH:25][C:24]([Cl:27])=[CH:23][CH:22]=2)[N:3]=1.[BH4-].[Na+], predict the reaction product. The product is: [Cl:27][C:24]1[CH:25]=[CH:26][C:21]([CH2:20][NH:19][C:4]2[N:3]=[C:2]([Cl:1])[C:7]([CH:8]([C:10]3[C:18]4[C:13](=[N:14][CH:15]=[CH:16][CH:17]=4)[NH:12][CH:11]=3)[OH:9])=[CH:6][CH:5]=2)=[CH:22][CH:23]=1.